Dataset: Reaction yield outcomes from USPTO patents with 853,638 reactions. Task: Predict the reaction yield, written as a fraction of the theoretical maximum amount of product (1.0 means a 100% yield; for example, 0.34 means a 34% yield). (1) The reactants are C([O-])(=O)C.[K+].[Cl:6][C:7]1[CH:12]=[C:11](Cl)[N:10]=[C:9]2[N:14]([CH3:17])[N:15]=[CH:16][C:8]=12.[C:18]([C:20]1[C:21]([F:29])=[C:22](B(O)O)[CH:23]=[CH:24][CH:25]=1)#[N:19]. The catalyst is CN(C=O)C.C(#N)C. The product is [Cl:6][C:7]1[CH:12]=[C:11]([C:22]2[C:21]([F:29])=[C:20]([CH:25]=[CH:24][CH:23]=2)[C:18]#[N:19])[N:10]=[C:9]2[N:14]([CH3:17])[N:15]=[CH:16][C:8]=12. The yield is 0.200. (2) The reactants are [Br:1][C:2]1[CH:9]=[CH:8][C:5]([CH2:6]Br)=[CH:4][CH:3]=1.[CH3:10][N:11]([CH3:18])[CH:12]1[CH2:17][CH2:16][NH:15][CH2:14][CH2:13]1.C(N(CC)CC)C. The yield is 0.860. The product is [Br:1][C:2]1[CH:9]=[CH:8][C:5]([CH2:6][N:15]2[CH2:16][CH2:17][CH:12]([N:11]([CH3:18])[CH3:10])[CH2:13][CH2:14]2)=[CH:4][CH:3]=1. The catalyst is C1COCC1.O. (3) The reactants are C1C2C(COC([NH:18][C@H:19]([C:23]([N:25]([C@@H:27]([C@@H:57]([CH3:60])[CH2:58][CH3:59])[C@H:28]([O:55][CH3:56])[CH2:29][C:30]([N:32]3[CH2:36][CH2:35][CH2:34][C@H:33]3[C@H:37]([O:53][CH3:54])[C@@H:38]([CH3:52])[C:39]([NH:41][C@H:42]([CH3:51])[C@@H:43]([OH:50])[C:44]3[CH:49]=[CH:48][CH:47]=[CH:46][CH:45]=3)=[O:40])=[O:31])[CH3:26])=[O:24])[CH:20]([CH3:22])[CH3:21])=O)C3C(=CC=CC=3)C=2C=CC=1.C1COCC1.C(NCC)C. No catalyst specified. The product is [OH:50][C@@H:43]([C:44]1[CH:45]=[CH:46][CH:47]=[CH:48][CH:49]=1)[C@H:42]([NH:41][C:39](=[O:40])[C@H:38]([CH3:52])[C@H:37]([C@@H:33]1[CH2:34][CH2:35][CH2:36][N:32]1[C:30](=[O:31])[CH2:29][C@@H:28]([O:55][CH3:56])[C@@H:27]([N:25]([CH3:26])[C:23](=[O:24])[C@H:19]([CH:20]([CH3:21])[CH3:22])[NH2:18])[C@@H:57]([CH3:60])[CH2:58][CH3:59])[O:53][CH3:54])[CH3:51]. The yield is 0.430. (4) The reactants are [N:1]1([C:6]2[CH:11]=[CH:10][C:9]([C:12](=[O:14])[CH3:13])=[CH:8][CH:7]=2)[CH:5]=[CH:4][N:3]=[CH:2]1.[Cl:15][C:16]1[CH:17]=[C:18]([C:23](=[O:28])[C:24]([F:27])([F:26])[F:25])[CH:19]=[C:20]([Cl:22])[CH:21]=1.C(N(CCCC)CCCC)CCC. The catalyst is C1(C)C=CC=CC=1. The product is [N:1]1([C:6]2[CH:7]=[CH:8][C:9]([C:12](=[O:14])[CH2:13][C:23]([C:18]3[CH:19]=[C:20]([Cl:22])[CH:21]=[C:16]([Cl:15])[CH:17]=3)([OH:28])[C:24]([F:27])([F:26])[F:25])=[CH:10][CH:11]=2)[CH:5]=[CH:4][N:3]=[CH:2]1. The yield is 0.857. (5) The reactants are Cl[C:2]1[N:7]=[C:6]([NH:8][CH2:9][CH2:10][CH2:11][N:12]([CH2:15][CH3:16])[CH2:13][CH3:14])[N:5]=[C:4]2[N:17]([C:22]3[C:27]([F:28])=[CH:26][CH:25]=[CH:24][C:23]=3[F:29])[C:18](=[O:21])[NH:19][CH2:20][C:3]=12.[CH3:30][C:31]1[CH:39]=[CH:38][C:34]([C:35]([OH:37])=[O:36])=[CH:33][C:32]=1B1OC(C)(C)C(C)(C)O1.C(=O)([O-])[O-].[K+].[K+]. The catalyst is O1CCOCC1.O.[Pd].C1(P(C2C=CC=CC=2)C2C=CC=CC=2)C=CC=CC=1.C1(P(C2C=CC=CC=2)C2C=CC=CC=2)C=CC=CC=1.C1(P(C2C=CC=CC=2)C2C=CC=CC=2)C=CC=CC=1.C1(P(C2C=CC=CC=2)C2C=CC=CC=2)C=CC=CC=1. The product is [CH2:13]([N:12]([CH2:15][CH3:16])[CH2:11][CH2:10][CH2:9][NH:8][C:6]1[N:7]=[C:2]([C:32]2[CH:33]=[C:34]([CH:38]=[CH:39][C:31]=2[CH3:30])[C:35]([OH:37])=[O:36])[C:3]2[CH2:20][NH:19][C:18](=[O:21])[N:17]([C:22]3[C:27]([F:28])=[CH:26][CH:25]=[CH:24][C:23]=3[F:29])[C:4]=2[N:5]=1)[CH3:14]. The yield is 0.260. (6) The reactants are [O:1]=[C:2]1[N:10]([CH2:11][CH2:12][CH3:13])[C:9]2[N:8]=[C:7]([C:14]34[CH2:21][C:18]([CH:22]=[CH:23][C:24]([OH:26])=[O:25])([CH2:19][CH2:20]3)[CH2:17][CH2:16][CH2:15]4)[NH:6][C:5]=2[C:4](=[O:27])[N:3]1[CH2:28][CH2:29][CH3:30]. The catalyst is CO.[Pd]. The product is [O:1]=[C:2]1[N:10]([CH2:11][CH2:12][CH3:13])[C:9]2[N:8]=[C:7]([C:14]34[CH2:21][C:18]([CH2:22][CH2:23][C:24]([OH:26])=[O:25])([CH2:19][CH2:20]3)[CH2:17][CH2:16][CH2:15]4)[NH:6][C:5]=2[C:4](=[O:27])[N:3]1[CH2:28][CH2:29][CH3:30]. The yield is 0.790. (7) The reactants are [H-].[Na+].[NH:3]1[C:11]2[C:6](=[CH:7][CH:8]=[CH:9][CH:10]=2)[CH2:5][C:4]1=[O:12].[C:13]1([C:22]2[C:17](=[CH:18][CH:19]=[CH:20][CH:21]=2)[CH2:16][O:15]1)=O.Cl. The catalyst is CN(C=O)C.O. The product is [C:13]1(=[C:5]2[C:6]3[C:11](=[CH:10][CH:9]=[CH:8][CH:7]=3)[NH:3][C:4]2=[O:12])[C:22]2[C:17](=[CH:18][CH:19]=[CH:20][CH:21]=2)[CH2:16][O:15]1. The yield is 0.470.